This data is from Forward reaction prediction with 1.9M reactions from USPTO patents (1976-2016). The task is: Predict the product of the given reaction. Given the reactants C1CN([P+](ON2N=NC3C=CC=CC2=3)(N2CCCC2)N2CCCC2)CC1.F[P-](F)(F)(F)(F)F.C(N(C(C)C)CC)(C)C.FC(F)(F)C(O)=O.[NH2:50][CH:51]([CH2:62][CH3:63])[C@@H:52]([C:54]1[O:55][C:56]([CH:59]2[CH2:61][CH2:60]2)=[N:57][N:58]=1)[OH:53].[F:64][C:65]([F:83])([CH2:80][CH2:81][CH3:82])[CH2:66][C@H:67]([NH:71][C:72]([N:74]1[CH2:79][CH2:78][O:77][CH2:76][CH2:75]1)=[O:73])[C:68](O)=[O:69], predict the reaction product. The product is: [CH:59]1([C:56]2[O:55][C:54]([CH:52]([OH:53])[C@@H:51]([NH:50][C:68]([C@@H:67]([NH:71][C:72]([N:74]3[CH2:79][CH2:78][O:77][CH2:76][CH2:75]3)=[O:73])[CH2:66][C:65]([F:83])([F:64])[CH2:80][CH2:81][CH3:82])=[O:69])[CH2:62][CH3:63])=[N:58][N:57]=2)[CH2:61][CH2:60]1.